The task is: Predict the reactants needed to synthesize the given product.. This data is from Full USPTO retrosynthesis dataset with 1.9M reactions from patents (1976-2016). (1) Given the product [N:18]1[CH:17]=[CH:16][CH:15]=[C:14]([C:10]2[CH:11]=[CH:12][CH:13]=[C:8]([C:5]3[N:4]=[N:3][CH:2]=[CH:7][CH:6]=3)[N:9]=2)[N:19]=1, predict the reactants needed to synthesize it. The reactants are: Cl[C:2]1[N:3]=[N:4][C:5]([C:8]2[CH:13]=[CH:12][CH:11]=[C:10]([C:14]3[N:19]=[N:18][C:17](Cl)=[CH:16][CH:15]=3)[N:9]=2)=[CH:6][CH:7]=1. (2) Given the product [CH2:1]([O:3][C:4]1[C:13]([NH:14][C:15]([N:34]2[CH2:35][CH2:36][N:31]([CH:30]([C:24]3[CH:29]=[CH:28][CH:27]=[CH:26][CH:25]=3)[C:37]3[CH:42]=[CH:41][CH:40]=[CH:39][CH:38]=3)[CH2:32][CH2:33]2)=[O:17])=[N:12][C:11]2[C:6](=[CH:7][CH:8]=[CH:9][CH:10]=2)[N:5]=1)[CH3:2], predict the reactants needed to synthesize it. The reactants are: [CH2:1]([O:3][C:4]1[C:13]([N:14](C2C=CC=CC=2)[C:15](=[O:17])[O-])=[N:12][C:11]2[C:6](=[CH:7][CH:8]=[CH:9][CH:10]=2)[N:5]=1)[CH3:2].[C:24]1([CH:30]([C:37]2[CH:42]=[CH:41][CH:40]=[CH:39][CH:38]=2)[N:31]2[CH2:36][CH2:35][NH:34][CH2:33][CH2:32]2)[CH:29]=[CH:28][CH:27]=[CH:26][CH:25]=1.C1CCN2C(=NCCC2)CC1.C(OCC)(=O)C. (3) The reactants are: Cl[C:2]1[C:3]([NH2:9])=[N:4][CH:5]=[N:6][C:7]=1Cl.[NH2:10][CH2:11][CH:12]1[CH2:17][CH2:16][N:15]([C:18]([O:20]C(C)(C)C)=O)[CH2:14][CH2:13]1.[O:25]([C:32]1[CH:37]=[CH:36][C:35](B(O)O)=[CH:34][CH:33]=1)[C:26]1[CH:31]=[CH:30][CH:29]=[CH:28][CH:27]=1.[C:41](O)(=O)/[CH:42]=[CH:43]/C. Given the product [NH2:9][C:3]1[N:4]=[CH:5][N:6]=[C:7]([NH:10][CH2:11][CH:12]2[CH2:13][CH2:14][N:15]([C:18](=[O:20])/[CH:41]=[CH:42]/[CH3:43])[CH2:16][CH2:17]2)[C:2]=1[C:29]1[CH:30]=[CH:31][C:26]([O:25][C:32]2[CH:37]=[CH:36][CH:35]=[CH:34][CH:33]=2)=[CH:27][CH:28]=1, predict the reactants needed to synthesize it. (4) Given the product [Cl:24][C:25]1[CH:26]=[CH:27][C:28]([CH2:31][C:37]([NH:1][CH2:2][C@H:3]2[C@H:11]3[N:6]([C:7]4[CH:15]=[CH:14][C:13]([N:16]5[CH2:21][CH2:20][O:19][CH2:18][C:17]5=[O:22])=[CH:12][C:8]=4[O:9][CH2:10]3)[C:5](=[O:23])[O:4]2)=[O:41])=[N:29][CH:30]=1, predict the reactants needed to synthesize it. The reactants are: [NH2:1][CH2:2][C@H:3]1[C@H:11]2[N:6]([C:7]3[CH:15]=[CH:14][C:13]([N:16]4[CH2:21][CH2:20][O:19][CH2:18][C:17]4=[O:22])=[CH:12][C:8]=3[O:9][CH2:10]2)[C:5](=[O:23])[O:4]1.[Cl:24][C:25]1[CH:26]=[CH:27][C:28]([C:31](O)=O)=[N:29][CH:30]=1.CN([C:37]([O:41]N1N=NC2C=CC=NC1=2)=[N+](C)C)C.F[P-](F)(F)(F)(F)F. (5) Given the product [Cl:26][C:15]1[C:16]2[C:8]([C:5]3[CH:6]=[CH:7][C:2]([F:1])=[CH:3][CH:4]=3)=[CH:9][S:10][C:11]=2[N:12]=[C:13]([CH2:18][C:19]([O:21][CH2:22][CH3:23])=[O:20])[N:14]=1, predict the reactants needed to synthesize it. The reactants are: [F:1][C:2]1[CH:7]=[CH:6][C:5]([C:8]2[C:16]3[C:15](=O)[NH:14][C:13]([CH2:18][C:19]([O:21][CH2:22][CH3:23])=[O:20])=[N:12][C:11]=3[S:10][CH:9]=2)=[CH:4][CH:3]=1.P(Cl)(Cl)([Cl:26])=O. (6) Given the product [CH2:1]([O:8][C@H:9]([C@@H:15]([OH:21])[C:16]([OH:18])=[O:17])[C:10]([OH:12])=[O:11])[C:2]1[CH:3]=[CH:4][CH:5]=[CH:6][CH:7]=1, predict the reactants needed to synthesize it. The reactants are: [CH2:1]([O:8][C@H:9]([C@@H:15]([OH:21])[C:16]([O:18]CC)=[O:17])[C:10]([O:12]CC)=[O:11])[C:2]1[CH:7]=[CH:6][CH:5]=[CH:4][CH:3]=1.O.[OH-].[Li+]. (7) Given the product [F:12][CH:11]([F:13])[O:10][C:4]1[C:5](=[O:9])[N:6]([CH3:8])[CH:7]=[C:2]([C:19]2[CH:20]=[C:21]([CH2:24][S:25]([CH2:28][CH3:29])(=[O:27])=[O:26])[CH:22]=[CH:23][C:18]=2[O:17][C:16]2[CH:39]=[CH:40][C:41]([F:43])=[CH:42][C:15]=2[F:14])[CH:3]=1, predict the reactants needed to synthesize it. The reactants are: Br[C:2]1[CH:3]=[C:4]([O:10][CH:11]([F:13])[F:12])[C:5](=[O:9])[N:6]([CH3:8])[CH:7]=1.[F:14][C:15]1[CH:42]=[C:41]([F:43])[CH:40]=[CH:39][C:16]=1[O:17][C:18]1[CH:23]=[CH:22][C:21]([CH2:24][S:25]([CH2:28][CH3:29])(=[O:27])=[O:26])=[CH:20][C:19]=1B1OC(C)(C)C(C)(C)O1.[O-]P([O-])([O-])=O.[K+].[K+].[K+]. (8) Given the product [Br:3][C:4]1[CH:9]=[C:8]2[C:7](=[CH:6][CH:5]=1)[N:10]=[C:11]1[C:19]([CH:18]=[CH:17][CH:16]=[C:12]1[C:13]([OH:15])=[O:14])=[N:20]2, predict the reactants needed to synthesize it. The reactants are: [BH4-].[Na+].[Br:3][C:4]1[CH:9]=[CH:8][C:7]([NH:10][C:11]2[C:12](=[CH:16][CH:17]=[CH:18][C:19]=2[N+:20]([O-])=O)[C:13]([OH:15])=[O:14])=[CH:6][CH:5]=1. (9) Given the product [CH2:1]([NH:3][C:4](=[O:5])[NH:6][C:7]1[CH:8]=[CH:9][C:10]([C:13]2[N:14]=[C:15]([N:23]3[CH2:28][CH2:27][O:26][CH2:25][C@@H:24]3[CH3:29])[C:16]3[CH2:22][CH2:21][N:20]([C:31]([O:33][CH2:34][CH3:35])=[O:32])[CH2:19][C:17]=3[N:18]=2)=[CH:11][CH:12]=1)[CH3:2], predict the reactants needed to synthesize it. The reactants are: [CH2:1]([NH:3][C:4]([NH:6][C:7]1[CH:12]=[CH:11][C:10]([C:13]2[N:14]=[C:15]([N:23]3[CH2:28][CH2:27][O:26][CH2:25][C@@H:24]3[CH3:29])[C:16]3[CH2:22][CH2:21][NH:20][CH2:19][C:17]=3[N:18]=2)=[CH:9][CH:8]=1)=[O:5])[CH3:2].Cl[C:31]([O:33][CH2:34][CH3:35])=[O:32].